This data is from Catalyst prediction with 721,799 reactions and 888 catalyst types from USPTO. The task is: Predict which catalyst facilitates the given reaction. Reactant: [Si:1]([O:8][CH2:9][CH2:10][N:11]1[CH2:19][C:18]2[C:13](=[CH:14][CH:15]=[C:16]([N+:20]([O-])=O)[CH:17]=2)[C:12]1=[O:23])([C:4]([CH3:7])([CH3:6])[CH3:5])([CH3:3])[CH3:2].[H][H]. Product: [NH2:20][C:16]1[CH:17]=[C:18]2[C:13](=[CH:14][CH:15]=1)[C:12](=[O:23])[N:11]([CH2:10][CH2:9][O:8][Si:1]([C:4]([CH3:7])([CH3:6])[CH3:5])([CH3:2])[CH3:3])[CH2:19]2. The catalyst class is: 43.